From a dataset of Forward reaction prediction with 1.9M reactions from USPTO patents (1976-2016). Predict the product of the given reaction. (1) Given the reactants CC1(C)[O:6][C@H:5]([CH2:7][O:8][C:9]2[CH:10]=[C:11]([NH:15][C:16]([C:18]3[C:26]4[N:25]=[C:24]([C:27]5[CH:32]=[CH:31][CH:30]=[CH:29][C:28]=5[C:33]([F:36])([F:35])[F:34])[NH:23][C:22]=4[CH:21]=[CH:20][CH:19]=3)=[O:17])[CH:12]=[CH:13][CH:14]=2)[CH2:4][O:3]1.Cl, predict the reaction product. The product is: [OH:6][C@@H:5]([CH2:4][OH:3])[CH2:7][O:8][C:9]1[CH:10]=[C:11]([NH:15][C:16]([C:18]2[C:26]3[N:25]=[C:24]([C:27]4[CH:32]=[CH:31][CH:30]=[CH:29][C:28]=4[C:33]([F:35])([F:36])[F:34])[NH:23][C:22]=3[CH:21]=[CH:20][CH:19]=2)=[O:17])[CH:12]=[CH:13][CH:14]=1. (2) The product is: [C:1]1([C:13](=[O:18])[C:14]([OH:16])=[O:15])[C:11]2=[C:12]3[C:7](=[CH:8][CH:9]=[CH:10]2)[CH2:6][CH2:5][CH2:4][N:3]3[CH:2]=1. Given the reactants [C:1]1([C:13](=[O:18])[C:14]([O:16]C)=[O:15])[C:11]2=[C:12]3[C:7](=[CH:8][CH:9]=[CH:10]2)[CH2:6][CH2:5][CH2:4][N:3]3[CH:2]=1.[OH-].[Li+], predict the reaction product. (3) Given the reactants [C:1]([S@@:5](/[N:7]=[CH:8]/[C:9]1[S:13][C:12]([C:14]([O:16][C:17]([CH3:20])([CH3:19])[CH3:18])=[O:15])=[CH:11][CH:10]=1)=[O:6])([CH3:4])([CH3:3])[CH3:2].[CH3:21][Mg]Br.[NH4+].[Cl-], predict the reaction product. The product is: [C:17]([O:16][C:14]([C:12]1[S:13][C:9]([C@H:8]([NH:7][S@:5]([C:1]([CH3:4])([CH3:3])[CH3:2])=[O:6])[CH3:21])=[CH:10][CH:11]=1)=[O:15])([CH3:20])([CH3:19])[CH3:18]. (4) The product is: [C:28]([OH:40])(=[O:39])[CH2:29][C:30]([CH2:35][C:36]([OH:38])=[O:37])([C:32]([OH:34])=[O:33])[OH:31].[N:1]1[CH:6]=[CH:5][CH:4]=[CH:3][C:2]=1[O:7][CH2:8][C:9]1[CH:27]=[CH:26][C:12]([CH2:13][C:14]2[CH:18]=[C:17]([C:19]3[C:20]([NH2:25])=[N:21][CH:22]=[CH:23][CH:24]=3)[O:16][N:15]=2)=[CH:11][CH:10]=1. Given the reactants [N:1]1[CH:6]=[CH:5][CH:4]=[CH:3][C:2]=1[O:7][CH2:8][C:9]1[CH:27]=[CH:26][C:12]([CH2:13][C:14]2[CH:18]=[C:17]([C:19]3[C:20]([NH2:25])=[N:21][CH:22]=[CH:23][CH:24]=3)[O:16][N:15]=2)=[CH:11][CH:10]=1.[C:28]([OH:40])(=[O:39])[CH2:29][C:30]([CH2:35][C:36]([OH:38])=[O:37])([C:32]([OH:34])=[O:33])[OH:31].CO, predict the reaction product. (5) Given the reactants S(O[CH2:6][CH2:7][CH2:8][CH2:9][CH:10]1[C:18]2[C:13](=[CH:14][CH:15]=[CH:16][CH:17]=2)[NH:12][C:11]1=[O:19])(C)(=O)=O.[Cl:20][C:21]1[CH:22]=[C:23]([N:28]2[CH2:33][CH2:32][NH:31][CH2:30][CH2:29]2)[CH:24]=[CH:25][C:26]=1[Cl:27], predict the reaction product. The product is: [Cl:20][C:21]1[CH:22]=[C:23]([N:28]2[CH2:33][CH2:32][N:31]([CH2:6][CH2:7][CH2:8][CH2:9][CH:10]3[C:18]4[C:13](=[CH:14][CH:15]=[CH:16][CH:17]=4)[NH:12][C:11]3=[O:19])[CH2:30][CH2:29]2)[CH:24]=[CH:25][C:26]=1[Cl:27]. (6) Given the reactants [H-].[Na+].[C:3]([O:7]C)(=O)[CH:4]=[CH2:5].[CH3:9][O:10][C:11]1[CH:12]=[C:13]([CH2:17][C:18]#[N:19])[CH:14]=[CH:15][CH:16]=1.[Cl-].[NH4+].[OH-].[K+].O1CCO[CH2:26][CH2:25]1, predict the reaction product. The product is: [CH3:9][O:10][C:11]1[CH:12]=[C:13]([C:17]2([C:18]#[N:19])[CH2:5][CH2:4][C:3](=[O:7])[CH2:26][CH2:25]2)[CH:14]=[CH:15][CH:16]=1. (7) Given the reactants [C:1]([N:8]1[CH2:13][CH2:12][NH:11][CH2:10][CH2:9]1)([O:3][C:4]([CH3:7])([CH3:6])[CH3:5])=[O:2].[F:14][C:15]1[CH:16]=[C:17]([N+:23]([O-:25])=[O:24])[CH:18]=[C:19]([F:22])[C:20]=1F.C([O-])([O-])=O.[K+].[K+].O, predict the reaction product. The product is: [C:4]([O:3][C:1]([N:8]1[CH2:9][CH2:10][N:11]([C:20]2[C:19]([F:22])=[CH:18][C:17]([N+:23]([O-:25])=[O:24])=[CH:16][C:15]=2[F:14])[CH2:12][CH2:13]1)=[O:2])([CH3:7])([CH3:6])[CH3:5].